Task: Predict the reaction yield, written as a fraction of the theoretical maximum amount of product (1.0 means a 100% yield; for example, 0.34 means a 34% yield).. Dataset: Reaction yield outcomes from USPTO patents with 853,638 reactions (1) The reactants are [CH:1]([C:4]1[O:8][N:7]=[C:6]([N:9]2[CH2:14][CH2:13][N:12](C(OC(C)(C)C)=O)[CH2:11][CH2:10]2)[N:5]=1)([CH3:3])[CH3:2].Cl. The catalyst is C(OCC)(=O)C. The product is [CH:1]([C:4]1[O:8][N:7]=[C:6]([N:9]2[CH2:14][CH2:13][NH:12][CH2:11][CH2:10]2)[N:5]=1)([CH3:3])[CH3:2]. The yield is 0.867. (2) The reactants are [H-].[Na+].[NH2:3][C:4]1[CH:5]=[C:6]([SH:10])[CH:7]=[CH:8][CH:9]=1.Cl[C:12]1[C:21]2[C:16](=[CH:17][C:18]([O:24][CH2:25][CH3:26])=[C:19]([O:22][CH3:23])[CH:20]=2)[N:15]=[CH:14][N:13]=1. The catalyst is C1COCC1. The product is [CH2:25]([O:24][C:18]1[CH:17]=[C:16]2[C:21]([C:12]([S:10][C:6]3[CH:5]=[C:4]([CH:9]=[CH:8][CH:7]=3)[NH2:3])=[N:13][CH:14]=[N:15]2)=[CH:20][C:19]=1[O:22][CH3:23])[CH3:26]. The yield is 0.900. (3) The reactants are [CH2:1]([N:8]([CH2:25][CH3:26])[C:9]1[CH:14]=[CH:13][C:12]([C:15]([OH:24])([C:20]([F:23])([F:22])[F:21])[C:16]([F:19])([F:18])[F:17])=[CH:11][CH:10]=1)[C:2]1[CH:7]=[CH:6][CH:5]=[CH:4][CH:3]=1.C1C(=O)N([Cl:34])C(=O)C1. The catalyst is CC(O)C. The product is [CH2:1]([N:8]([CH2:25][CH3:26])[C:9]1[CH:14]=[CH:13][C:12]([C:15]([OH:24])([C:16]([F:17])([F:18])[F:19])[C:20]([F:21])([F:22])[F:23])=[CH:11][C:10]=1[Cl:34])[C:2]1[CH:3]=[CH:4][CH:5]=[CH:6][CH:7]=1. The yield is 0.820.